Dataset: NCI-60 drug combinations with 297,098 pairs across 59 cell lines. Task: Regression. Given two drug SMILES strings and cell line genomic features, predict the synergy score measuring deviation from expected non-interaction effect. Drug 1: COC1=NC(=NC2=C1N=CN2C3C(C(C(O3)CO)O)O)N. Drug 2: CCCCC(=O)OCC(=O)C1(CC(C2=C(C1)C(=C3C(=C2O)C(=O)C4=C(C3=O)C=CC=C4OC)O)OC5CC(C(C(O5)C)O)NC(=O)C(F)(F)F)O. Cell line: CCRF-CEM. Synergy scores: CSS=85.6, Synergy_ZIP=4.35, Synergy_Bliss=3.97, Synergy_Loewe=1.17, Synergy_HSA=5.92.